From a dataset of Catalyst prediction with 721,799 reactions and 888 catalyst types from USPTO. Predict which catalyst facilitates the given reaction. (1) Reactant: [CH2:1]([C:3]1[N:4]([C:28]2[CH:33]=[CH:32][C:31]([OH:34])=[CH:30][CH:29]=2)[C:5](=[O:27])[C:6]([CH2:12][C:13]2[CH:18]=[CH:17][C:16]([C:19]3[C:20]([C:25]#[N:26])=[CH:21][CH:22]=[CH:23][CH:24]=3)=[CH:15][CH:14]=2)=[C:7]([CH2:9][CH2:10][CH3:11])[N:8]=1)[CH3:2].Br[C:36]1([C:41]([O:43][CH3:44])=[O:42])[CH2:40][CH2:39][CH2:38][CH2:37]1.C(=O)([O-])[O-].[Cs+].[Cs+]. Product: [C:25]([C:20]1[CH:21]=[CH:22][CH:23]=[CH:24][C:19]=1[C:16]1[CH:17]=[CH:18][C:13]([CH2:12][C:6]2[C:5](=[O:27])[N:4]([C:28]3[CH:33]=[CH:32][C:31]([O:34][C:36]4([C:41]([O:43][CH3:44])=[O:42])[CH2:40][CH2:39][CH2:38][CH2:37]4)=[CH:30][CH:29]=3)[C:3]([CH2:1][CH3:2])=[N:8][C:7]=2[CH2:9][CH2:10][CH3:11])=[CH:14][CH:15]=1)#[N:26]. The catalyst class is: 80. (2) Reactant: [NH:1]1[C:5](=[O:6])[CH2:4][CH2:3][C@H:2]1[C:7]([OH:9])=O.[NH4+].O[N:12]1C2C=CC=CC=2N=N1.C1CCC(N=C=NC2CCCCC2)CC1. Product: [O:6]=[C:5]1[NH:1][C@H:2]([C:7]([NH2:12])=[O:9])[CH2:3][CH2:4]1. The catalyst class is: 9.